Task: Regression. Given a peptide amino acid sequence and an MHC pseudo amino acid sequence, predict their binding affinity value. This is MHC class II binding data.. Dataset: Peptide-MHC class II binding affinity with 134,281 pairs from IEDB (1) The peptide sequence is KNEPTAAAIAYGLDR. The MHC is HLA-DQA10501-DQB10301 with pseudo-sequence HLA-DQA10501-DQB10301. The binding affinity (normalized) is 0.661. (2) The peptide sequence is AVFEYTIDCDGSILG. The MHC is DRB1_0404 with pseudo-sequence DRB1_0404. The binding affinity (normalized) is 0.465. (3) The peptide sequence is GWSSLGREYAAVAEE. The MHC is HLA-DPA10201-DPB10501 with pseudo-sequence HLA-DPA10201-DPB10501. The binding affinity (normalized) is 0.338. (4) The peptide sequence is VLEWRFDSRLAFHHV. The MHC is HLA-DQA10501-DQB10301 with pseudo-sequence HLA-DQA10501-DQB10301. The binding affinity (normalized) is 0.200.